This data is from Reaction yield outcomes from USPTO patents with 853,638 reactions. The task is: Predict the reaction yield, written as a fraction of the theoretical maximum amount of product (1.0 means a 100% yield; for example, 0.34 means a 34% yield). (1) The yield is 0.750. The catalyst is ClCCl. The reactants are Cl[C:2]1[C:3]([C:8]#[N:9])=[N:4][CH:5]=[CH:6][N:7]=1.[CH3:10][O:11][C:12]1[CH:17]=[CH:16][C:15]([CH2:18][NH2:19])=[CH:14][CH:13]=1.C(N(CC)C(C)C)(C)C. The product is [CH3:10][O:11][C:12]1[CH:17]=[CH:16][C:15]([CH2:18][NH:19][C:2]2[C:3]([C:8]#[N:9])=[N:4][CH:5]=[CH:6][N:7]=2)=[CH:14][CH:13]=1. (2) The reactants are [C:1]([C:3]1[CH:4]=[C:5]([NH:9][C:10](=[O:13])[CH2:11][CH3:12])[CH:6]=[CH:7][CH:8]=1)#[N:2].[CH2:14]1[O:24][C:23]2[CH:22]=[CH:21][C:18]([CH2:19]Cl)=[CH:17][C:16]=2[O:15]1. No catalyst specified. The product is [O:24]1[C:23]2[CH:22]=[CH:21][C:18]([CH2:19][N:9]([C:5]3[CH:6]=[CH:7][CH:8]=[C:3]([C:1]#[N:2])[CH:4]=3)[C:10](=[O:13])[CH2:11][CH3:12])=[CH:17][C:16]=2[O:15][CH2:14]1. The yield is 0.970.